From a dataset of NCI-60 drug combinations with 297,098 pairs across 59 cell lines. Regression. Given two drug SMILES strings and cell line genomic features, predict the synergy score measuring deviation from expected non-interaction effect. (1) Drug 2: CC1=C(N=C(N=C1N)C(CC(=O)N)NCC(C(=O)N)N)C(=O)NC(C(C2=CN=CN2)OC3C(C(C(C(O3)CO)O)O)OC4C(C(C(C(O4)CO)O)OC(=O)N)O)C(=O)NC(C)C(C(C)C(=O)NC(C(C)O)C(=O)NCCC5=NC(=CS5)C6=NC(=CS6)C(=O)NCCC[S+](C)C)O. Drug 1: CCC1=C2CN3C(=CC4=C(C3=O)COC(=O)C4(CC)O)C2=NC5=C1C=C(C=C5)O. Synergy scores: CSS=26.0, Synergy_ZIP=-7.90, Synergy_Bliss=-1.18, Synergy_Loewe=1.99, Synergy_HSA=3.04. Cell line: BT-549. (2) Drug 1: C1=NC2=C(N=C(N=C2N1C3C(C(C(O3)CO)O)O)F)N. Drug 2: CC1=C(C=C(C=C1)NC(=O)C2=CC=C(C=C2)CN3CCN(CC3)C)NC4=NC=CC(=N4)C5=CN=CC=C5. Cell line: IGROV1. Synergy scores: CSS=3.99, Synergy_ZIP=-0.945, Synergy_Bliss=-1.88, Synergy_Loewe=0.822, Synergy_HSA=-1.07. (3) Drug 1: CC12CCC(CC1=CCC3C2CCC4(C3CC=C4C5=CN=CC=C5)C)O. Drug 2: C1=NC2=C(N1)C(=S)N=C(N2)N. Cell line: K-562. Synergy scores: CSS=47.5, Synergy_ZIP=1.75, Synergy_Bliss=2.26, Synergy_Loewe=-7.81, Synergy_HSA=4.67.